Dataset: TCR-epitope binding with 47,182 pairs between 192 epitopes and 23,139 TCRs. Task: Binary Classification. Given a T-cell receptor sequence (or CDR3 region) and an epitope sequence, predict whether binding occurs between them. (1) The epitope is FSKQLQQSM. Result: 1 (the TCR binds to the epitope). The TCR CDR3 sequence is CASSPSPAGVSEQFF. (2) The epitope is TFYLTNDVSFL. The TCR CDR3 sequence is CANSLGTSSYEQYF. Result: 0 (the TCR does not bind to the epitope). (3) The epitope is FPRPWLHGL. The TCR CDR3 sequence is CASSSTGGGEKDQPQHF. Result: 0 (the TCR does not bind to the epitope).